From a dataset of Catalyst prediction with 721,799 reactions and 888 catalyst types from USPTO. Predict which catalyst facilitates the given reaction. (1) Reactant: C([S:4][CH2:5][C:6]1[N:7]=[C:8]([C:12]2[CH:21]=[CH:20][C:15]([C:16]([O:18][CH3:19])=[O:17])=[CH:14][CH:13]=2)[O:9][C:10]=1[CH3:11])(=O)C.C(=O)([O-])[O-].[K+].[K+].O. Product: [CH3:11][C:10]1[O:9][C:8]([C:12]2[CH:13]=[CH:14][C:15]([C:16]([O:18][CH3:19])=[O:17])=[CH:20][CH:21]=2)=[N:7][C:6]=1[CH2:5][SH:4]. The catalyst class is: 5. (2) Reactant: [C:1]([N:4]1[CH2:9][CH2:8][N:7]([CH2:10][CH2:11][O:12][C:13]2[CH:18]=[CH:17][C:16]([CH:19]3[CH2:24][CH2:23][N:22]([C:25]4[CH:26]=[CH:27][C:28]5[N:29]([C:31]([C:34]([F:37])([F:36])[F:35])=[N:32][N:33]=5)[N:30]=4)[CH2:21][CH2:20]3)=[CH:15][CH:14]=2)[CH2:6][CH2:5]1)(=[O:3])[CH3:2]. Product: [C:1]([N:4]1[CH2:5][CH2:6][N:7]([CH2:10][CH2:11][O:12][C:13]2[CH:14]=[CH:15][C:16]([CH:19]3[CH2:20][CH2:21][N:22]([C:25]4[CH2:26][CH2:27][C:28]5[N:29]([C:31]([C:34]([F:35])([F:36])[F:37])=[N:32][N:33]=5)[N:30]=4)[CH2:23][CH2:24]3)=[CH:17][CH:18]=2)[CH2:8][CH2:9]1)(=[O:3])[CH3:2]. The catalyst class is: 43. (3) Reactant: C[O:2][C:3](=[O:43])[C:4]1[CH:9]=[CH:8][CH:7]=[C:6]([C:10]2[O:11][C:12]3[CH:18]=[CH:17][CH:16]=[C:15]([CH:19]4[N:23]([C:24](=[O:34])[C:25]5[C:30]([F:31])=[CH:29][C:28]([F:32])=[CH:27][C:26]=5[F:33])[N:22]=[C:21]([C:35]5[CH:40]=[CH:39][C:38]([F:41])=[C:37]([F:42])[CH:36]=5)[S:20]4)[C:13]=3[N:14]=2)[CH:5]=1.[Li+].[OH-].Cl. Product: [F:42][C:37]1[CH:36]=[C:35]([C:21]2[S:20][CH:19]([C:15]3[C:13]4[N:14]=[C:10]([C:6]5[CH:5]=[C:4]([CH:9]=[CH:8][CH:7]=5)[C:3]([OH:43])=[O:2])[O:11][C:12]=4[CH:18]=[CH:17][CH:16]=3)[N:23]([C:24](=[O:34])[C:25]3[C:26]([F:33])=[CH:27][C:28]([F:32])=[CH:29][C:30]=3[F:31])[N:22]=2)[CH:40]=[CH:39][C:38]=1[F:41]. The catalyst class is: 36. (4) Reactant: [CH3:1][C:2]1[S:9][C:8]2[CH:7]=[C:6]([C:10](O)=[O:11])[NH:5][C:4]=2[C:3]=1[N:13]([CH3:22])[S:14]([C:17]1[S:18][CH:19]=[CH:20][CH:21]=1)(=[O:16])=[O:15].[NH2:23][CH2:24][C:25]1([S:38][CH2:39][C:40]2[CH:45]=[CH:44][CH:43]=[CH:42][CH:41]=2)[CH2:30][CH2:29][N:28](C(OC(C)(C)C)=O)[CH2:27][CH2:26]1.N1(O)C2C=CC=CC=2N=N1.Cl.CN(C)CCCN=C=NCC.C(=O)([O-])O.[Na+].C1(P(=O)(C2C=CC=CC=2)C2C=CC=CC=2)C=CC=CC=1.FC(F)(F)S(OS(C(F)(F)F)(=O)=O)(=O)=O. Product: [CH2:39]([S:38][C:25]1([CH2:24][NH:23][C:10]([C:6]2[NH:5][C:4]3[C:3]([N:13]([CH3:22])[S:14]([C:17]4[S:18][CH:19]=[CH:20][CH:21]=4)(=[O:16])=[O:15])=[C:2]([CH3:1])[S:9][C:8]=3[CH:7]=2)=[O:11])[CH2:30][CH2:29][NH:28][CH2:27][CH2:26]1)[C:40]1[CH:41]=[CH:42][CH:43]=[CH:44][CH:45]=1. The catalyst class is: 783.